This data is from Full USPTO retrosynthesis dataset with 1.9M reactions from patents (1976-2016). The task is: Predict the reactants needed to synthesize the given product. (1) Given the product [CH2:1]([O:3][C:4](=[O:20])[C:5]([O:7][C:8]1[CH:13]=[CH:12][C:11]([CH:14]([C:15]([OH:27])=[O:16])[CH3:17])=[CH:10][C:9]=1[CH3:18])([CH3:19])[CH3:6])[CH3:2], predict the reactants needed to synthesize it. The reactants are: [CH2:1]([O:3][C:4](=[O:20])[C:5]([CH3:19])([O:7][C:8]1[CH:13]=[CH:12][C:11]([CH:14]([CH3:17])[CH:15]=[O:16])=[CH:10][C:9]=1[CH3:18])[CH3:6])[CH3:2].CC(=CC)C.Cl([O-])=[O:27].[Na+].O.O.P([O-])(O)(O)=O.[Na+]. (2) Given the product [CH2:1]([O:8][CH2:9][CH:10]1[CH2:11][CH2:12][N:18]1[C:17]#[N:16])[C:2]1[CH:7]=[CH:6][CH:5]=[CH:4][CH:3]=1, predict the reactants needed to synthesize it. The reactants are: [CH2:1]([O:8][CH2:9][C:10]1C=CC=[CH:12][CH:11]=1)[C:2]1[CH:7]=[CH:6][CH:5]=[CH:4][CH:3]=1.[N:16]#[C:17][NH2:18].C(O)(C(F)(F)F)=O.BrC#N. (3) Given the product [O:18]([C:31]1[CH:32]=[CH:33][C:34]([C:25]([CH3:26])([CH3:35])[CH3:1])=[CH:29][CH:30]=1)[C:12]1[CH:17]=[CH:16][CH:15]=[CH:14][CH:13]=1, predict the reactants needed to synthesize it. The reactants are: [CH2:1](C1C=CC(Br)=CC=1)CCC.[C:12]1([OH:18])[CH:17]=[CH:16][CH:15]=[CH:14][CH:13]=1.C([O-])([O-])=O.[Cs+].[Cs+].[C:25]1([C:35](O)=O)[C:34]2[C:29](=[CH:30][CH:31]=[CH:32][CH:33]=2)C=C[CH:26]=1. (4) Given the product [ClH:1].[Cl:1][C:2]1[CH:3]=[CH:4][C:5]([C:8]2[S:9][C:10]3[C:11](=[O:42])[N:12]([C:17]4[CH:22]=[CH:21][C:20]([N:23]5[CH2:28][CH2:27][CH:26]([OH:29])[CH2:25][CH2:24]5)=[C:19]([O:40][CH3:41])[CH:18]=4)[CH2:13][CH2:14][C:15]=3[N:16]=2)=[CH:6][CH:7]=1, predict the reactants needed to synthesize it. The reactants are: [Cl:1][C:2]1[CH:7]=[CH:6][C:5]([C:8]2[S:9][C:10]3[C:11](=[O:42])[N:12]([C:17]4[CH:22]=[CH:21][C:20]([N:23]5[CH2:28][CH2:27][CH:26]([O:29][Si](C(C)C)(C(C)C)C(C)C)[CH2:25][CH2:24]5)=[C:19]([O:40][CH3:41])[CH:18]=4)[CH2:13][CH2:14][C:15]=3[N:16]=2)=[CH:4][CH:3]=1.[F-].C([NH3+])(C)(C)C.